This data is from Catalyst prediction with 721,799 reactions and 888 catalyst types from USPTO. The task is: Predict which catalyst facilitates the given reaction. (1) Reactant: [CH3:1][O:2][C:3]1[CH:4]=[C:5]2[C:10](=[CH:11][C:12]=1[O:13][CH3:14])[N:9]=[CH:8][N:7]=[C:6]2[O:15][C:16]1[CH:22]=[CH:21][C:19]([NH2:20])=[C:18]([O:23][CH3:24])[CH:17]=1.ClC(Cl)(O[C:29](=[O:35])[O:30][C:31](Cl)(Cl)Cl)Cl.[CH3:37][O:38][C:39]1[CH:44]=[CH:43][CH:42]=[CH:41][C:40]=1CO.C(=O)(O)[O-].[Na+]. Product: [CH3:1][O:2][C:3]1[CH:4]=[C:5]2[C:10](=[CH:11][C:12]=1[O:13][CH3:14])[N:9]=[CH:8][N:7]=[C:6]2[O:15][C:16]1[CH:22]=[CH:21][C:19]([NH:20][C:29](=[O:35])[O:30][CH2:31][C:40]2[CH:41]=[CH:42][CH:43]=[CH:44][C:39]=2[O:38][CH3:37])=[C:18]([O:23][CH3:24])[CH:17]=1. The catalyst class is: 208. (2) Reactant: S(Cl)([Cl:3])=O.O[C:6]1[C:11]([N:12]2[N:16]=[CH:15][CH:14]=[N:13]2)=[CH:10][C:9]([N+:17]([O-:19])=[O:18])=[CH:8][N:7]=1.O[C:21]1[C:26]([N:27]2[CH:31]=[CH:30][N:29]=[N:28]2)=[CH:25][C:24]([N+:32]([O-:34])=[O:33])=[CH:23][N:22]=1. Product: [Cl:3][C:6]1[C:11]([N:12]2[N:16]=[CH:15][CH:14]=[N:13]2)=[CH:10][C:9]([N+:17]([O-:19])=[O:18])=[CH:8][N:7]=1.[Cl:3][C:21]1[C:26]([N:27]2[CH:31]=[CH:30][N:29]=[N:28]2)=[CH:25][C:24]([N+:32]([O-:34])=[O:33])=[CH:23][N:22]=1. The catalyst class is: 3. (3) Reactant: [O:1]([C:3]1[CH:4]=[C:5]([CH:8]=[C:9]([O:13][CH3:14])[C:10]=1[O:11][CH3:12])[CH2:6]O)[CH3:2].P(Br)(Br)[Br:16].O. Product: [O:1]([C:3]1[CH:4]=[C:5]([CH:8]=[C:9]([O:13][CH3:14])[C:10]=1[O:11][CH3:12])[CH2:6][Br:16])[CH3:2]. The catalyst class is: 4. (4) Reactant: [C:1]1([C:11]([OH:13])=O)[C:10]2[C:5](=[CH:6][CH:7]=[CH:8][CH:9]=2)[CH:4]=[CH:3][CH:2]=1.[CH2:14]([O:16][C:17]([C:19]1([NH2:28])[CH2:27][C:26]2[C:21](=[CH:22][CH:23]=[CH:24][CH:25]=2)[CH2:20]1)=[O:18])[CH3:15].CN(C(ON1N=NC2C=CC=NC1=2)=[N+](C)C)C.F[P-](F)(F)(F)(F)F.CCN(C(C)C)C(C)C. Product: [CH2:14]([O:16][C:17]([C:19]1([NH:28][C:11]([C:1]2[C:10]3[C:5](=[CH:6][CH:7]=[CH:8][CH:9]=3)[CH:4]=[CH:3][CH:2]=2)=[O:13])[CH2:27][C:26]2[C:21](=[CH:22][CH:23]=[CH:24][CH:25]=2)[CH2:20]1)=[O:18])[CH3:15]. The catalyst class is: 3. (5) Reactant: [Cl-].[Cl-].[Cl-].[Al+3].[I:5][C:6]1[CH:11]=[CH:10][CH:9]=[CH:8][CH:7]=1.Cl[C:13]([CH3:21])([CH2:15][CH2:16][C:17](Cl)([CH3:19])[CH3:18])[CH3:14]. Product: [I:5][C:6]1[CH:11]=[C:10]2[C:9](=[CH:8][CH:7]=1)[C:17]([CH3:19])([CH3:18])[CH2:16][CH2:15][C:13]2([CH3:21])[CH3:14]. The catalyst class is: 81. (6) Reactant: [N:1]1([CH2:5][C:6]2[CH:11]=[C:10]([C:12]3[CH:42]=[C:41]([Cl:43])[CH:40]=[CH:39][C:13]=3[O:14][C:15]3[C:20]([F:21])=[CH:19][C:18]([S:22]([N:25]([C:33]4[N:34]=[CH:35][S:36][CH:37]=4)C(=O)OC(C)(C)C)(=[O:24])=[O:23])=[C:17]([F:38])[CH:16]=3)[CH:9]=[CH:8][N:7]=2)[CH2:4][CH2:3][CH2:2]1.Cl. Product: [N:1]1([CH2:5][C:6]2[CH:11]=[C:10]([C:12]3[CH:42]=[C:41]([Cl:43])[CH:40]=[CH:39][C:13]=3[O:14][C:15]3[C:20]([F:21])=[CH:19][C:18]([S:22]([NH:25][C:33]4[N:34]=[CH:35][S:36][CH:37]=4)(=[O:23])=[O:24])=[C:17]([F:38])[CH:16]=3)[CH:9]=[CH:8][N:7]=2)[CH2:2][CH2:3][CH2:4]1. The catalyst class is: 269. (7) Reactant: C([O:8][C:9]1[CH:14]=[CH:13][CH:12]=[CH:11][C:10]=1[C:15]1[N:16]=[N:17][NH:18][CH:19]=1)C1C=CC=CC=1.CO.[H][H]. Product: [NH:18]1[CH:19]=[C:15]([C:10]2[CH:11]=[CH:12][CH:13]=[CH:14][C:9]=2[OH:8])[N:16]=[N:17]1. The catalyst class is: 78. (8) Reactant: [NH2:1][C@@H:2]1[CH2:6][C@H:5]([CH2:7][OH:8])[C@@H:4]([O:9][Si:10]([CH:17]([CH3:19])[CH3:18])([CH:14]([CH3:16])[CH3:15])[CH:11]([CH3:13])[CH3:12])[CH2:3]1.C(N(CC)C(C)C)(C)C.[Cl:29][C:30]1[CH:31]=[C:32]([CH:49]=[CH:50][CH:51]=1)[CH2:33][C:34]1[S:38][C:37]([C:39]([C:41]2[C:42](Cl)=[N:43][CH:44]=[N:45][CH:46]=2)=[O:40])=[C:36]([CH3:48])[CH:35]=1. Product: [Cl:29][C:30]1[CH:31]=[C:32]([CH:49]=[CH:50][CH:51]=1)[CH2:33][C:34]1[S:38][C:37]([C:39]([C:41]2[C:46]([NH:1][C@H:2]3[CH2:3][C@H:4]([O:9][Si:10]([CH:14]([CH3:16])[CH3:15])([CH:11]([CH3:13])[CH3:12])[CH:17]([CH3:19])[CH3:18])[C@@H:5]([CH2:7][OH:8])[CH2:6]3)=[N:45][CH:44]=[N:43][CH:42]=2)=[O:40])=[C:36]([CH3:48])[CH:35]=1. The catalyst class is: 41.